Dataset: Forward reaction prediction with 1.9M reactions from USPTO patents (1976-2016). Task: Predict the product of the given reaction. (1) Given the reactants C(N(S(F)(F)[F:7])CC)C.[C:10]1([CH2:16][O:17][C:18]([N:20]2[CH2:25][CH2:24][C:23](O)([C:26]3[CH:31]=[CH:30][C:29]([NH:32][C:33]([O:35][CH2:36][C:37]4[CH:42]=[CH:41][CH:40]=[CH:39][CH:38]=4)=[O:34])=[CH:28][C:27]=3[F:43])[CH2:22][CH2:21]2)=[O:19])[CH:15]=[CH:14][CH:13]=[CH:12][CH:11]=1.C(=O)(O)[O-].[Na+], predict the reaction product. The product is: [C:10]1([CH2:16][O:17][C:18]([N:20]2[CH2:25][CH2:24][C:23]([F:7])([C:26]3[CH:31]=[CH:30][C:29]([NH:32][C:33]([O:35][CH2:36][C:37]4[CH:42]=[CH:41][CH:40]=[CH:39][CH:38]=4)=[O:34])=[CH:28][C:27]=3[F:43])[CH2:22][CH2:21]2)=[O:19])[CH:15]=[CH:14][CH:13]=[CH:12][CH:11]=1. (2) Given the reactants [C:1]([C:9]1[CH:17]=[CH:16][C:12]([C:13]([OH:15])=[O:14])=[CH:11][CH:10]=1)(=[O:8])[C:2]1[CH:7]=[CH:6][CH:5]=[CH:4][CH:3]=1.C(OC(O[C:21]([CH3:24])([CH3:23])[CH3:22])=O)(O[C:21]([CH3:24])([CH3:23])[CH3:22])=O, predict the reaction product. The product is: [C:1]([C:9]1[CH:10]=[CH:11][C:12]([C:13]([O:15][C:21]([CH3:24])([CH3:23])[CH3:22])=[O:14])=[CH:16][CH:17]=1)(=[O:8])[C:2]1[CH:3]=[CH:4][CH:5]=[CH:6][CH:7]=1. (3) Given the reactants C([O:4][C:5]1[CH:13]=[C:12]([CH3:14])[CH:11]=[C:10]2[C:6]=1[CH2:7][CH2:8][CH2:9]2)(=O)C, predict the reaction product. The product is: [CH3:14][C:12]1[CH:13]=[C:5]([OH:4])[C:6]2[CH2:7][CH2:8][CH2:9][C:10]=2[CH:11]=1. (4) Given the reactants C([O:5][C:6](=[O:28])[CH2:7][O:8][C:9]1[CH:14]=[CH:13][C:12]([CH2:15][CH2:16][O:17][C:18]2[CH:27]=[CH:26][CH:25]=[CH:24][C:19]=2[C:20]([O:22][CH3:23])=[O:21])=[CH:11][CH:10]=1)(C)(C)C.FC(F)(F)C(O)=O, predict the reaction product. The product is: [CH3:23][O:22][C:20]([C:19]1[CH:24]=[CH:25][CH:26]=[CH:27][C:18]=1[O:17][CH2:16][CH2:15][C:12]1[CH:13]=[CH:14][C:9]([O:8][CH2:7][C:6]([OH:28])=[O:5])=[CH:10][CH:11]=1)=[O:21]. (5) Given the reactants [CH3:1][O:2][C:3]1[C:4]([CH:33]=[C:34]([CH3:36])[CH3:35])=[CH:5][C:6]2[C:12]3[N:13]([C:28]4[CH:32]=[CH:31][S:30][CH:29]=4)[N:14]=[C:15]([C:16]([N:18]4[CH2:24][CH2:23][CH2:22][CH:21]([C:25](O)=[O:26])[CH2:20][CH2:19]4)=[O:17])[C:11]=3[CH2:10][O:9][C:7]=2[CH:8]=1.C(N1C=CN=C1)([N:39]1C=CN=C1)=O.C([O-])(=O)C.[NH4+].O, predict the reaction product. The product is: [CH3:1][O:2][C:3]1[C:4]([CH:33]=[C:34]([CH3:36])[CH3:35])=[CH:5][C:6]2[C:12]3[N:13]([C:28]4[CH:32]=[CH:31][S:30][CH:29]=4)[N:14]=[C:15]([C:16]([N:18]4[CH2:24][CH2:23][CH2:22][CH:21]([C:25]([NH2:39])=[O:26])[CH2:20][CH2:19]4)=[O:17])[C:11]=3[CH2:10][O:9][C:7]=2[CH:8]=1.